This data is from Peptide-MHC class I binding affinity with 185,985 pairs from IEDB/IMGT. The task is: Regression. Given a peptide amino acid sequence and an MHC pseudo amino acid sequence, predict their binding affinity value. This is MHC class I binding data. (1) The peptide sequence is KSRRFARAL. The MHC is Patr-B0101 with pseudo-sequence Patr-B0101. The binding affinity (normalized) is 0.403. (2) The peptide sequence is ISYTYNDNW. The MHC is HLA-B15:17 with pseudo-sequence HLA-B15:17. The binding affinity (normalized) is 0.947.